From a dataset of Forward reaction prediction with 1.9M reactions from USPTO patents (1976-2016). Predict the product of the given reaction. (1) Given the reactants [C:1]12([C:9]3[CH:10]=[CH:11][CH:12]=[CH:13][C:8]=3[NH:7][C:6](=[O:14])[O:5]1)[CH2:4][CH2:3][CH2:2]2.C([O-])(=O)C.[K+].[Br:20]Br, predict the reaction product. The product is: [Br:20][C:11]1[CH:12]=[CH:13][C:8]2[NH:7][C:6](=[O:14])[O:5][C:1]3([CH2:4][CH2:3][CH2:2]3)[C:9]=2[CH:10]=1. (2) Given the reactants Cl.[CH2:2]1[C:11]2[C:6](=[CH:7][CH:8]=[CH:9][CH:10]=2)[CH2:5][CH:4]([C:12]([OH:14])=[O:13])[NH:3]1.[CH3:15][O:16][C:17]1[CH:22]=[CH:21][C:20]([S:23](Cl)(=[O:25])=[O:24])=[CH:19][CH:18]=1.C(N(CC)CC)C, predict the reaction product. The product is: [CH3:15][O:16][C:17]1[CH:18]=[CH:19][C:20]([S:23]([N:3]2[CH:4]([C:12]([OH:14])=[O:13])[CH2:5][C:6]3[C:11](=[CH:10][CH:9]=[CH:8][CH:7]=3)[CH2:2]2)(=[O:25])=[O:24])=[CH:21][CH:22]=1. (3) Given the reactants CN1C=C(CN(C)C(C2N(C3C=CC(F)=CC=3)C(S)=NC=2)=O)C(C)=N1.[Cl:26][C:27]1[CH:32]=[CH:31][CH:30]=[C:29]([F:33])[C:28]=1[C:34]#[C:35][C:36]1[N:37]([C:46]2[CH:51]=[CH:50][C:49]([F:52])=[CH:48][CH:47]=2)[C:38]([C:41]([O:43]CC)=[O:42])=[CH:39][N:40]=1.[OH-].[Li+].C1COCC1, predict the reaction product. The product is: [Cl:26][C:27]1[CH:32]=[CH:31][CH:30]=[C:29]([F:33])[C:28]=1[C:34]#[C:35][C:36]1[N:37]([C:46]2[CH:47]=[CH:48][C:49]([F:52])=[CH:50][CH:51]=2)[C:38]([C:41]([OH:43])=[O:42])=[CH:39][N:40]=1. (4) Given the reactants [NH2:1][S:2]([N:5]([CH2:13][C@@H:14]1[CH2:18][C@@H:17]([O:19][C:20]2[CH:25]=[C:24]([NH:26][C@@H:27]3[C:35]4[C:30](=[CH:31][CH:32]=[CH:33][CH:34]=4)[CH2:29][C@@H:28]3[O:36][CH3:37])[N:23]=[CH:22][N:21]=2)[CH2:16][C@@H:15]1[OH:38])C(=O)OC(C)(C)C)(=[O:4])=[O:3].FC(F)(F)C(O)=O, predict the reaction product. The product is: [OH:38][C@H:15]1[CH2:16][C@H:17]([O:19][C:20]2[CH:25]=[C:24]([NH:26][C@@H:27]3[C:35]4[C:30](=[CH:31][CH:32]=[CH:33][CH:34]=4)[CH2:29][C@@H:28]3[O:36][CH3:37])[N:23]=[CH:22][N:21]=2)[CH2:18][C@H:14]1[CH2:13][NH:5][S:2]([NH2:1])(=[O:4])=[O:3].